From a dataset of Forward reaction prediction with 1.9M reactions from USPTO patents (1976-2016). Predict the product of the given reaction. (1) Given the reactants [H-].[Na+].[CH3:3][N:4]1[C:8]2=[C:9]3[CH:15]=[CH:14][NH:13][C:10]3=[N:11][CH:12]=[C:7]2[CH:6]=[N:5]1.[S:16](Cl)([C:19]1[CH:25]=[CH:24][C:22]([CH3:23])=[CH:21][CH:20]=1)(=[O:18])=[O:17].O, predict the reaction product. The product is: [CH3:3][N:4]1[C:8]2=[C:9]3[CH:15]=[CH:14][N:13]([S:16]([C:19]4[CH:25]=[CH:24][C:22]([CH3:23])=[CH:21][CH:20]=4)(=[O:18])=[O:17])[C:10]3=[N:11][CH:12]=[C:7]2[CH:6]=[N:5]1. (2) Given the reactants [Br:1][C:2]1[CH:13]=[CH:12][C:5]2[N:6]=[C:7]([CH3:11])O[C:9](=[O:10])[C:4]=2[CH:3]=1.[NH2:14][C:15]1[CH:16]=[C:17]([NH:22][C:23](=[O:34])[C:24]2[CH:29]=[CH:28][CH:27]=[C:26]([C:30]([F:33])([F:32])[F:31])[CH:25]=2)[CH:18]=[CH:19][C:20]=1[CH3:21], predict the reaction product. The product is: [Br:1][C:2]1[CH:3]=[C:4]2[C:5](=[CH:12][CH:13]=1)[N:6]=[C:7]([CH3:11])[N:14]([C:15]1[CH:16]=[C:17]([NH:22][C:23](=[O:34])[C:24]3[CH:29]=[CH:28][CH:27]=[C:26]([C:30]([F:31])([F:32])[F:33])[CH:25]=3)[CH:18]=[CH:19][C:20]=1[CH3:21])[C:9]2=[O:10]. (3) The product is: [C:31]([C:26]1[CH:27]=[C:28]2[C:23](=[C:24]([F:35])[CH:25]=1)[C:22](=[O:36])[N:21]([C:7]1[CH:8]=[CH:9][CH:10]=[C:11]([C:38]3[CH:39]=[C:40]([NH:46][C:47]4[CH:51]=[CH:50][N:49]([CH2:52][C:53]([OH:56])([CH3:54])[CH3:55])[N:48]=4)[C:41](=[O:45])[N:42]([CH3:44])[N:43]=3)[C:6]=1[CH2:5][OH:4])[N:30]=[CH:29]2)([CH3:32])([CH3:33])[CH3:34]. Given the reactants C([O:4][CH2:5][C:6]1[C:11](B2OC(C)(C)C(C)(C)O2)=[CH:10][CH:9]=[CH:8][C:7]=1[N:21]1[N:30]=[CH:29][C:28]2[C:23](=[C:24]([F:35])[CH:25]=[C:26]([C:31]([CH3:34])([CH3:33])[CH3:32])[CH:27]=2)[C:22]1=[O:36])(=O)C.Cl[C:38]1[CH:39]=[C:40]([NH:46][C:47]2[CH:51]=[CH:50][N:49]([CH2:52][C:53]([OH:56])([CH3:55])[CH3:54])[N:48]=2)[C:41](=[O:45])[N:42]([CH3:44])[N:43]=1.P([O-])([O-])([O-])=O.[K+].[K+].[K+].C1(P(C2CCCCC2)C2C=CC=CC=2C2C(C(C)C)=CC(C(C)C)=CC=2C(C)C)CCCCC1.[Cl-].[NH4+], predict the reaction product. (4) Given the reactants [NH2:1][CH2:2][C@@:3]1([CH2:11][C:12]([O:14]C(C)(C)C)=[O:13])[CH2:9][C@@:8]2([CH3:10])[C@@H:4]1[CH:5]=[CH:6][CH2:7]2, predict the reaction product. The product is: [NH2:1][CH2:2][C@@:3]1([CH2:11][C:12]([OH:14])=[O:13])[CH2:9][C@@:8]2([CH3:10])[C@H:4]1[CH:5]=[CH:6][CH2:7]2. (5) Given the reactants [CH2:1]([SH:13])[CH2:2][CH2:3][CH2:4][CH2:5][CH2:6][CH2:7][CH2:8][CH2:9][CH2:10][CH2:11][CH3:12].S(Cl)([Cl:17])(=O)=O, predict the reaction product. The product is: [Cl-:17].[CH2:1]([SH:13])[CH2:2][CH2:3][CH2:4][CH2:5][CH2:6][CH2:7][CH2:8][CH2:9][CH2:10][CH2:11][CH3:12]. (6) Given the reactants C(O[BH-](O[C:11](=[O:13])[CH3:12])OC(=O)C)(=O)C.[Na+].C([C:17]1[CH:22]=[CH:21][C:20]([C:23]2[N:24]=[C:25]3[C:30]([C:31]([O:33][CH2:34][CH3:35])=[O:32])=[CH:29][CH:28]=[CH:27][N:26]3[CH:36]=2)=[CH:19][CH:18]=1)=O, predict the reaction product. The product is: [O:13]1[CH2:11][CH2:12][N:24]([CH2:25][C:17]2[CH:22]=[CH:21][C:20]([C:23]3[N:24]=[C:25]4[C:30]([C:31]([O:33][CH2:34][CH3:35])=[O:32])=[CH:29][CH:28]=[CH:27][N:26]4[CH:36]=3)=[CH:19][CH:18]=2)[CH2:23][CH2:20]1. (7) Given the reactants C1(C)C=CC=CC=1.[CH:8]12[O:17][CH:14]([CH2:15][CH2:16]1)[CH:13]1[CH:9]2[C:10](=[O:19])[CH2:11][C:12]1=[O:18].C([O-])(=O)C.C([O-])(=O)C.C([O-])(=O)C.[Br:32][C:33]1[CH:38]=[CH:37][C:36]([Pb+3])=[C:35]([CH2:40][CH3:41])[CH:34]=1.Cl, predict the reaction product. The product is: [Br:32][C:33]1[CH:38]=[CH:37][C:36]([CH:11]2[C:10](=[O:19])[CH:9]3[CH:13]([CH:14]4[O:17][CH:8]3[CH2:16][CH2:15]4)[C:12]2=[O:18])=[C:35]([CH2:40][CH3:41])[CH:34]=1. (8) Given the reactants [CH2:1]([C:5]1[C:6]([C:29]2[CH:34]=[CH:33][C:32]([F:35])=[CH:31][CH:30]=2)=[C:7]([O:15][C:16]2[CH:21]=[CH:20][C:19](/[CH:22]=[CH:23]/[C:24]([O:26]CC)=[O:25])=[CH:18][CH:17]=2)[C:8]2[C:13]([CH:14]=1)=[CH:12][CH:11]=[CH:10][CH:9]=2)[CH2:2][CH2:3][CH3:4].[OH-].[Na+], predict the reaction product. The product is: [CH2:1]([C:5]1[C:6]([C:29]2[CH:34]=[CH:33][C:32]([F:35])=[CH:31][CH:30]=2)=[C:7]([O:15][C:16]2[CH:21]=[CH:20][C:19](/[CH:22]=[CH:23]/[C:24]([OH:26])=[O:25])=[CH:18][CH:17]=2)[C:8]2[C:13]([CH:14]=1)=[CH:12][CH:11]=[CH:10][CH:9]=2)[CH2:2][CH2:3][CH3:4]. (9) Given the reactants [C:1]1([CH3:11])[CH:6]=[CH:5][C:4]([S:7]([OH:10])(=[O:9])=[O:8])=[CH:3][CH:2]=1.[C:12]1(C)C=CC(S(O)(=O)=O)=CC=1.N1[CH:27]=[C:26]([C:28]2[S:32][C:31]([O:33][C@@H:34]3[CH:41]4[CH2:42][N:37]5[CH2:38][CH:39]([CH2:43][CH:35]3[CH2:36]5)[CH2:40]4)=[N:30]C=2)[CH:25]=N1.[NH3:44], predict the reaction product. The product is: [C:1]1([CH3:11])[CH:2]=[CH:3][C:4]([S:7]([OH:10])(=[O:8])=[O:9])=[CH:5][CH:6]=1.[C:26]([C:28]1[S:32][C:31]([O:33][C@@H:34]2[CH:41]3[CH2:42][N:37]4[CH2:38][CH:39]([CH2:43][CH:35]2[CH2:36]4)[CH2:40]3)=[N:30][N:44]=1)([CH3:25])([CH3:12])[CH3:27]. (10) Given the reactants [NH:1]1[CH:5]=[C:4]([C:6]2[C:15]3[C:10](=[CH:11][CH:12]=[CH:13][CH:14]=3)[N:9]=[CH:8][CH:7]=2)[CH:3]=[N:2]1.C(N(CC)CC)C.[CH3:23][C:24]1[CH:29]=[CH:28][C:27]([N+:30]([O-:32])=[O:31])=[CH:26][C:25]=1[S:33](Cl)(=[O:35])=[O:34], predict the reaction product. The product is: [CH3:23][C:24]1[CH:29]=[CH:28][C:27]([N+:30]([O-:32])=[O:31])=[CH:26][C:25]=1[S:33]([N:1]1[CH:5]=[C:4]([C:6]2[C:15]3[C:10](=[CH:11][CH:12]=[CH:13][CH:14]=3)[N:9]=[CH:8][CH:7]=2)[CH:3]=[N:2]1)(=[O:35])=[O:34].